Dataset: Reaction yield outcomes from USPTO patents with 853,638 reactions. Task: Predict the reaction yield, written as a fraction of the theoretical maximum amount of product (1.0 means a 100% yield; for example, 0.34 means a 34% yield). (1) The reactants are [NH:1]1[CH2:5][CH2:4][NH:3][C:2]1=[O:6].[H-].[Na+].[CH3:9][O:10][C:11]1[CH:12]=[C:13]([S:19](Cl)(=[O:21])=[O:20])[CH:14]=[CH:15][C:16]=1[O:17][CH3:18]. The catalyst is C(Cl)Cl. The product is [CH3:9][O:10][C:11]1[CH:12]=[C:13]([S:19]([N:1]2[CH2:5][CH2:4][N:3]([S:19]([C:13]3[CH:14]=[CH:15][C:16]([O:17][CH3:18])=[C:11]([O:10][CH3:9])[CH:12]=3)(=[O:21])=[O:20])[C:2]2=[O:6])(=[O:21])=[O:20])[CH:14]=[CH:15][C:16]=1[O:17][CH3:18]. The yield is 0.354. (2) The yield is 0.750. The reactants are CC(C[AlH]CC(C)C)C.[CH2:10]([O:17][C:18](=[O:44])[C:19]([NH:36][C:37]([O:39][C:40]([CH3:43])([CH3:42])[CH3:41])=[O:38])([NH:28][C:29]([O:31][C:32]([CH3:35])([CH3:34])[CH3:33])=[O:30])[CH2:20][CH2:21][C:22](=[O:27])N(OC)C)[C:11]1[CH:16]=[CH:15][CH:14]=[CH:13][CH:12]=1. The catalyst is CCCCCC. The product is [CH2:10]([O:17][C:18](=[O:44])[C:19]([NH:28][C:29]([O:31][C:32]([CH3:35])([CH3:34])[CH3:33])=[O:30])([NH:36][C:37]([O:39][C:40]([CH3:41])([CH3:42])[CH3:43])=[O:38])[CH2:20][CH2:21][CH:22]=[O:27])[C:11]1[CH:16]=[CH:15][CH:14]=[CH:13][CH:12]=1. (3) The reactants are [CH2:1]([O:3][C:4](=[O:23])[CH:5]([C:7]1[N:8](C(OC(C)(C)C)=O)[C:9]2[C:14]([CH:15]=1)=[CH:13][CH:12]=[CH:11][CH:10]=2)[CH3:6])[CH3:2]. The catalyst is ClCCl.C(O)(C(F)(F)F)=O. The product is [NH:8]1[C:9]2[C:14](=[CH:13][CH:12]=[CH:11][CH:10]=2)[CH:15]=[C:7]1[CH:5]([CH3:6])[C:4]([O:3][CH2:1][CH3:2])=[O:23]. The yield is 0.500. (4) The reactants are C([O:4][CH:5]1[C:9]2[N:10]=[CH:11][N:12]=[C:13]([N:14]3[CH2:19][CH2:18][N:17]([C:20]([O:22][C:23]([CH3:26])([CH3:25])[CH3:24])=[O:21])[CH2:16][CH2:15]3)[C:8]=2[C@H:7]([CH3:27])[CH2:6]1)(=O)C.[Li+].[OH-].O.CO. The catalyst is C1COCC1. The product is [OH:4][CH:5]1[C:9]2[N:10]=[CH:11][N:12]=[C:13]([N:14]3[CH2:19][CH2:18][N:17]([C:20]([O:22][C:23]([CH3:26])([CH3:25])[CH3:24])=[O:21])[CH2:16][CH2:15]3)[C:8]=2[C@H:7]([CH3:27])[CH2:6]1. The yield is 0.540. (5) The reactants are [CH3:1][N:2]([CH3:7])[C@H:3]([CH3:6])[CH2:4][OH:5].[Cl:8][C:9]1[CH:10]=[C:11]([NH:24][C:25]2[C:34]3[C:29](=[CH:30][CH:31]=[CH:32][C:33]=3F)[N:28]=[CH:27][N:26]=2)[CH:12]=[CH:13][C:14]=1[O:15][CH2:16][C:17]1[CH:22]=[CH:21][CH:20]=[C:19]([F:23])[CH:18]=1. No catalyst specified. The product is [Cl:8][C:9]1[CH:10]=[C:11]([NH:24][C:25]2[C:34]3[C:29](=[CH:30][CH:31]=[CH:32][C:33]=3[O:5][CH2:4][C@H:3]([N:2]([CH3:7])[CH3:1])[CH3:6])[N:28]=[CH:27][N:26]=2)[CH:12]=[CH:13][C:14]=1[O:15][CH2:16][C:17]1[CH:22]=[CH:21][CH:20]=[C:19]([F:23])[CH:18]=1. The yield is 0.330. (6) The reactants are [H-].[Na+].C[O:4][CH2:5][CH2:6][CH2:7][C:8]([O:10][CH3:11])=O.[C:12]([C:16]([CH3:18])=[O:17])([CH3:15])([CH3:14])[CH3:13]. The catalyst is COCCOC. The product is [CH3:11][O:10][CH2:8][CH2:7][CH2:6][C:5](=[O:4])[CH2:18][C:16](=[O:17])[C:12]([CH3:15])([CH3:14])[CH3:13]. The yield is 0.140. (7) The reactants are F[C:2]1[CH:9]=[C:8]([C:10]([F:13])([F:12])[F:11])[CH:7]=[CH:6][C:3]=1[C:4]#[N:5].[Br:14][C:15]1[CH:22]=[C:21]([OH:23])[CH:20]=[CH:19][C:16]=1[CH:17]=[O:18].[F-].[K+].[OH-].[Na+]. The catalyst is CN(C=O)C. The product is [Br:14][C:15]1[CH:22]=[C:21]([CH:20]=[CH:19][C:16]=1[CH:17]=[O:18])[O:23][C:2]1[CH:9]=[C:8]([C:10]([F:13])([F:12])[F:11])[CH:7]=[CH:6][C:3]=1[C:4]#[N:5]. The yield is 0.960.